Dataset: Reaction yield outcomes from USPTO patents with 853,638 reactions. Task: Predict the reaction yield, written as a fraction of the theoretical maximum amount of product (1.0 means a 100% yield; for example, 0.34 means a 34% yield). (1) The reactants are [F:1][C:2]1[CH:3]=[CH:4][C:5](O)=[C:6]([C:8]2([CH2:23][OH:24])[C:16]3[C:11](=[CH:12][CH:13]=[CH:14][CH:15]=3)[N:10]([CH2:17][CH2:18][CH2:19][CH2:20][CH3:21])[C:9]2=[O:22])[CH:7]=1.C1(CCN2C3C(=CC=CC=3)C(C3C(O)=CC4OCOC=4C=3)(CO)C2=O)CC1. No catalyst specified. The product is [F:1][C:2]1[CH:3]=[CH:4][C:5]2[O:24][CH2:23][C:8]3([C:16]4[C:11](=[CH:12][CH:13]=[CH:14][CH:15]=4)[N:10]([CH2:17][CH2:18][CH2:19][CH2:20][CH3:21])[C:9]3=[O:22])[C:6]=2[CH:7]=1. The yield is 0.0300. (2) The reactants are N[C:2]1[CH:7]=[CH:6][CH:5]=[CH:4][C:3]=1[S:8]([NH:11][C:12]1[CH:13]=[CH:14][C:15]([F:22])=[C:16]2[C:21]=1[N:20]=[CH:19][CH:18]=[CH:17]2)(=[O:10])=[O:9].N(OC(C)(C)C)=O.CC(O)=O. The catalyst is C1COCC1. The product is [F:22][C:15]1[CH:14]=[C:13]2[C:12](=[C:21]3[C:16]=1[CH:17]=[CH:18][CH:19]=[N:20]3)[NH:11][S:8](=[O:10])(=[O:9])[C:3]1[C:4]2=[CH:5][CH:6]=[CH:7][CH:2]=1. The yield is 0.100. (3) The reactants are [F:1][C:2]1[CH:3]=[C:4]([S:15](Cl)(=[O:17])=[O:16])[CH:5]=[CH:6][C:7]=1[NH:8][C:9](=[O:14])[C:10]([F:13])([F:12])[F:11].[NH2:19][C:20]1[S:21][CH:22]=[CH:23][N:24]=1. The catalyst is N1C=CC=CC=1. The product is [F:11][C:10]([F:13])([F:12])[C:9]([NH:8][C:7]1[CH:6]=[CH:5][C:4]([S:15](=[O:17])(=[O:16])[NH:19][C:20]2[S:21][CH:22]=[CH:23][N:24]=2)=[CH:3][C:2]=1[F:1])=[O:14]. The yield is 0.540. (4) The reactants are [Cl:1][C:2]1[N:7]=[CH:6][C:5]([NH:8][C:9](=[O:15])[O:10][C:11]([CH3:14])([CH3:13])[CH3:12])=[C:4](I)[CH:3]=1.[C:17]([CH:19]1[CH2:22][CH2:21][CH2:20]1)#[CH:18]. The catalyst is CCN(CC)CC.C1COCC1.O.Cl[Pd](Cl)([P](C1C=CC=CC=1)(C1C=CC=CC=1)C1C=CC=CC=1)[P](C1C=CC=CC=1)(C1C=CC=CC=1)C1C=CC=CC=1.[Cu]I. The product is [Cl:1][C:2]1[N:7]=[CH:6][C:5]([NH:8][C:9](=[O:15])[O:10][C:11]([CH3:14])([CH3:13])[CH3:12])=[C:4]([C:18]#[C:17][CH:19]2[CH2:22][CH2:21][CH2:20]2)[CH:3]=1. The yield is 0.600. (5) The reactants are [CH:1]1([C:7]2[O:11][C:10]([CH2:12][CH3:13])=[C:9]([C:14]([OH:16])=O)[CH:8]=2)[CH2:6][CH2:5][CH2:4][CH2:3][CH2:2]1.[N:17]1([C:23]2[N:28]=[CH:27][C:26]([NH2:29])=[CH:25][CH:24]=2)[CH2:22][CH2:21][O:20][CH2:19][CH2:18]1.C(N(CC)CC)C.F[P-](F)(F)(F)(F)F.N1(O[P+](N(C)C)(N(C)C)N(C)C)C2C=CC=CC=2N=N1. The catalyst is CN(C=O)C.C(OCC)(=O)C. The product is [N:17]1([C:23]2[N:28]=[CH:27][C:26]([NH:29][C:14]([C:9]3[CH:8]=[C:7]([CH:1]4[CH2:2][CH2:3][CH2:4][CH2:5][CH2:6]4)[O:11][C:10]=3[CH2:12][CH3:13])=[O:16])=[CH:25][CH:24]=2)[CH2:22][CH2:21][O:20][CH2:19][CH2:18]1. The yield is 0.260. (6) The product is [C:49]([C:27]1[CH:28]=[C:43]([CH:44]=[CH:25][C:26]=1[O:29][CH:30]([CH3:31])[CH3:32])[C:45]([O:47][CH3:60])=[O:46])#[N:50]. The catalyst is O1CCOCC1. The reactants are NC[C@@H](NC(=O)C1[CH:28]=[CH:27][C:26]([O:29][CH:30]([CH3:32])[CH3:31])=[C:25](Cl)C=1)CC1C=CC(C2N=C3C(Br)=CC=CN3C=2)=CC=1.CC(OC(N[C@@H:43]([C:45]([OH:47])=[O:46])[CH3:44])=O)(C)C.C[CH2:49][N:50]=C=NCCCN(C)C.Cl.[CH2:60](Cl)Cl. The yield is 0.250.